Dataset: Catalyst prediction with 721,799 reactions and 888 catalyst types from USPTO. Task: Predict which catalyst facilitates the given reaction. (1) Reactant: Cl[C:2]1[N:3]=[N:4][C:5]([C:8]2[CH:13]=[CH:12][CH:11]=[CH:10][CH:9]=2)=[CH:6][CH:7]=1.[Cl-].C(C1C=CC=C(CCC)C=1[N+:27]1[CH:31]=[CH:30][N:29]([C:32]2[C:37]([CH2:38]CC)=CC=CC=2CCC)C=1)CC.[C:44]([O-:47])([O-])=[O:45].[Cs+].[Cs+].[C:50]1([CH3:56])[CH:55]=CC=C[CH:51]=1. Product: [C:50]([O:47][C:44]([N:27]1[CH2:38][C@@H:37]2[C@H:31]1[CH2:30][N:29]([C:2]1[N:3]=[N:4][C:5]([C:8]3[CH:13]=[CH:12][CH:11]=[CH:10][CH:9]=3)=[CH:6][CH:7]=1)[CH2:32]2)=[O:45])([CH3:56])([CH3:55])[CH3:51]. The catalyst class is: 110. (2) The catalyst class is: 3. Product: [NH2:1][C:2]1[N:10]=[CH:9][C:8]([Br:11])=[CH:7][C:3]=1[C:4]([N:46]([O:45][CH3:44])[CH3:47])=[O:5]. Reactant: [NH2:1][C:2]1[N:10]=[CH:9][C:8]([Br:11])=[CH:7][C:3]=1[C:4](O)=[O:5].CCN=C=NCCCN(C)C.Cl.C1C=CC2N(O)N=NC=2C=1.C(N(C(C)C)CC)(C)C.Cl.[CH3:44][O:45][NH:46][CH3:47]. (3) Reactant: [CH3:1][C:2]1[C:7]([CH3:8])=[CH:6][C:5]([C:9]2[CH:14]=[CH:13][CH:12]=[CH:11][CH:10]=2)=[CH:4][C:3]=1[CH2:15][NH:16][C:17]1[C:18]([F:32])=[C:19]([CH:28]=[CH:29][C:30]=1[F:31])[O:20][CH2:21][C:22]([O:24]C(C)C)=[O:23].[Li+].[OH-].O. Product: [CH3:1][C:2]1[C:7]([CH3:8])=[CH:6][C:5]([C:9]2[CH:14]=[CH:13][CH:12]=[CH:11][CH:10]=2)=[CH:4][C:3]=1[CH2:15][NH:16][C:17]1[C:18]([F:32])=[C:19]([CH:28]=[CH:29][C:30]=1[F:31])[O:20][CH2:21][C:22]([OH:24])=[O:23]. The catalyst class is: 1. (4) Reactant: [CH:1]1[C:10]2[C:5](=[CH:6][CH:7]=[CH:8][CH:9]=2)[CH:4]=[CH:3][C:2]=1[CH2:11][NH:12][CH:13]1[CH:18]2[CH:14]1[CH2:15][N:16]([C:19]1[CH:29]=[CH:28][C:22]([C:23]([O:25]CC)=[O:24])=[CH:21][CH:20]=1)[CH2:17]2.C[Si](C)(C)[O-].[K+]. Product: [CH:1]1[C:10]2[C:5](=[CH:6][CH:7]=[CH:8][CH:9]=2)[CH:4]=[CH:3][C:2]=1[CH2:11][NH:12][CH:13]1[CH:14]2[CH:18]1[CH2:17][N:16]([C:19]1[CH:29]=[CH:28][C:22]([C:23]([OH:25])=[O:24])=[CH:21][CH:20]=1)[CH2:15]2. The catalyst class is: 1. (5) Reactant: [OH:1][CH2:2][CH:3]1[CH2:8][CH2:7][N:6]([C:9](OC(C)(C)C)=O)[CH2:5][CH2:4]1.[H-].[H-].[H-].[H-].[Li+].[Al+3]. Product: [CH3:9][N:6]1[CH2:7][CH2:8][CH:3]([CH2:2][OH:1])[CH2:4][CH2:5]1. The catalyst class is: 1. (6) Reactant: [N+:1]([C:4]1[CH:5]=[C:6]([CH:23]=[CH:24][CH:25]=1)[CH2:7][N:8]([C:17](=[O:22])[C:18]([F:21])([F:20])[F:19])[CH2:9][C:10]([O:12][C:13]([CH3:16])([CH3:15])[CH3:14])=[O:11])([O-])=O.O.[Cl-].[NH4+]. Product: [NH2:1][C:4]1[CH:5]=[C:6]([CH:23]=[CH:24][CH:25]=1)[CH2:7][N:8]([C:17](=[O:22])[C:18]([F:19])([F:20])[F:21])[CH2:9][C:10]([O:12][C:13]([CH3:16])([CH3:15])[CH3:14])=[O:11]. The catalyst class is: 679. (7) Reactant: [CH2:1]([N:4]([CH2:19][CH2:20][CH3:21])[CH2:5][CH2:6][CH2:7][CH2:8][NH:9][CH2:10][C:11]1[CH:18]=[CH:17][C:14]([C:15]#[N:16])=[CH:13][CH:12]=1)[CH2:2][CH3:3].C[O-].[Na+].CO.[H][H]. Product: [CH2:19]([N:4]([CH2:1][CH2:2][CH3:3])[CH2:5][CH2:6][CH2:7][CH2:8][NH:9][CH2:10][C:11]1[CH:12]=[CH:13][C:14]([CH2:15][NH2:16])=[CH:17][CH:18]=1)[CH2:20][CH3:21]. The catalyst class is: 227. (8) Reactant: C=O.[NH2:3][C:4]1[CH:9]=[CH:8][CH:7]=[CH:6][CH:5]=1.N1CCC[C@H:11]1C(O)=O.[C:18]1(=[O:24])[CH2:23][CH2:22][CH2:21][CH:20]=[CH:19]1. Product: [C:4]1([N:3]2[CH2:11][C@@H:23]3[CH2:22][CH2:21][C@H:20]2[CH2:19][C:18]3=[O:24])[CH:9]=[CH:8][CH:7]=[CH:6][CH:5]=1. The catalyst class is: 16. (9) Reactant: [CH2:1]([O:8][C:9]1[N:14]=[CH:13][C:12]([N:15]([CH3:36])[C:16]2[CH:21]=[CH:20][N:19]=[C:18]([NH:22][CH:23]3[CH2:28][CH2:27][N:26](C(OC(C)(C)C)=O)[CH2:25][CH2:24]3)[N:17]=2)=[CH:11][C:10]=1[C:37]1[CH:42]=[CH:41][CH:40]=[CH:39][CH:38]=1)[C:2]1[CH:7]=[CH:6][CH:5]=[CH:4][CH:3]=1.Cl. Product: [CH2:1]([O:8][C:9]1[N:14]=[CH:13][C:12]([N:15]([CH3:36])[C:16]2[CH:21]=[CH:20][N:19]=[C:18]([NH:22][CH:23]3[CH2:28][CH2:27][NH:26][CH2:25][CH2:24]3)[N:17]=2)=[CH:11][C:10]=1[C:37]1[CH:42]=[CH:41][CH:40]=[CH:39][CH:38]=1)[C:2]1[CH:3]=[CH:4][CH:5]=[CH:6][CH:7]=1. The catalyst class is: 12. (10) Product: [C:16]([C:8]1[C:9]([C:12]([F:15])([F:13])[F:14])=[C:10]2[C:5](=[CH:6][CH:7]=1)[N:4]([CH2:19][C:20]([NH2:22])=[O:21])[C:3]([CH2:1][CH3:2])=[CH:11]2)#[N:17]. Reactant: [CH2:1]([C:3]1[NH:4][C:5]2[C:10]([CH:11]=1)=[C:9]([C:12]([F:15])([F:14])[F:13])[C:8]([C:16]#[N:17])=[CH:7][CH:6]=2)[CH3:2].Br[CH2:19][C:20]([NH2:22])=[O:21]. The catalyst class is: 23.